From a dataset of Peptide-MHC class I binding affinity with 185,985 pairs from IEDB/IMGT. Regression. Given a peptide amino acid sequence and an MHC pseudo amino acid sequence, predict their binding affinity value. This is MHC class I binding data. (1) The peptide sequence is SDYLELDTI. The MHC is HLA-C06:02 with pseudo-sequence HLA-C06:02. The binding affinity (normalized) is 0. (2) The peptide sequence is TTFITPMLR. The MHC is HLA-A68:01 with pseudo-sequence HLA-A68:01. The binding affinity (normalized) is 0.823. (3) The peptide sequence is KTRPILSPLTK. The MHC is HLA-A11:01 with pseudo-sequence HLA-A11:01. The binding affinity (normalized) is 0.400. (4) The peptide sequence is LFDLDEDDE. The MHC is HLA-A02:01 with pseudo-sequence HLA-A02:01. The binding affinity (normalized) is 0. (5) The peptide sequence is WPITHLHTD. The MHC is Mamu-A2201 with pseudo-sequence Mamu-A2201. The binding affinity (normalized) is 0.160. (6) The peptide sequence is AALEGLSGF. The MHC is HLA-A30:01 with pseudo-sequence HLA-A30:01. The binding affinity (normalized) is 0.213.